Dataset: Forward reaction prediction with 1.9M reactions from USPTO patents (1976-2016). Task: Predict the product of the given reaction. Given the reactants [Cl:1][C:2]1[CH:7]=[CH:6][CH:5]=[C:4]([CH2:8]Cl)[CH:3]=1.Cl.[CH3:11][O:12][C:13]([CH:15]1[CH2:19][CH:18]([OH:20])[CH2:17][NH:16]1)=[O:14].C(N(CC)CC)C.[OH-].[Na+], predict the reaction product. The product is: [CH3:11][O:12][C:13]([C@@H:15]1[CH2:19][C@@H:18]([OH:20])[CH2:17][N:16]1[CH2:8][C:4]1[CH:5]=[CH:6][CH:7]=[C:2]([Cl:1])[CH:3]=1)=[O:14].